Dataset: Retrosynthesis with 50K atom-mapped reactions and 10 reaction types from USPTO. Task: Predict the reactants needed to synthesize the given product. (1) The reactants are: CCOc1c(C(C)=O)cc(Cl)c(C#N)c1Br. Given the product CCOc1c(C(C)O)cc(Cl)c(C#N)c1Br, predict the reactants needed to synthesize it. (2) Given the product CCOC(=O)c1c(-c2ccc(C(C)(C)C)cc2)c2ccccc2n1Cc1cc(OCCOC)cc(OCCOC)c1, predict the reactants needed to synthesize it. The reactants are: CCOC(=O)c1[nH]c2ccccc2c1-c1ccc(C(C)(C)C)cc1.COCCOc1cc(CCl)cc(OCCOC)c1. (3) The reactants are: CC1(C)OB(c2ccc(CBr)cc2)OC1(C)C.Cc1cc(O)c2ccccc2n1. Given the product Cc1cc(OCc2ccc(B3OC(C)(C)C(C)(C)O3)cc2)c2ccccc2n1, predict the reactants needed to synthesize it. (4) Given the product NNc1nccc(N2CCC[C@@H]2COc2cccc3ccccc23)n1, predict the reactants needed to synthesize it. The reactants are: Clc1nccc(N2CCC[C@@H]2COc2cccc3ccccc23)n1.NN.